This data is from Catalyst prediction with 721,799 reactions and 888 catalyst types from USPTO. The task is: Predict which catalyst facilitates the given reaction. (1) Reactant: [NH2:1][CH2:2][C:3]1[CH:15]=[C:14]2[C:6]([C:7]3[C:8]([C:19]4[CH:24]=[CH:23][CH:22]=[C:21]([N:25]5[CH2:33][C:32]6[C:27](=[CH:28][CH:29]=[CH:30][CH:31]=6)[C:26]5=[O:34])[C:20]=4[CH3:35])=[CH:9][CH:10]=[C:11]([C:16]([NH2:18])=[O:17])[C:12]=3[NH:13]2)=[CH:5][CH:4]=1.[C:36](OC(=O)C)(=[O:38])[CH3:37]. Product: [C:36]([NH:1][CH2:2][C:3]1[CH:15]=[C:14]2[C:6]([C:7]3[C:8]([C:19]4[CH:24]=[CH:23][CH:22]=[C:21]([N:25]5[CH2:33][C:32]6[C:27](=[CH:28][CH:29]=[CH:30][CH:31]=6)[C:26]5=[O:34])[C:20]=4[CH3:35])=[CH:9][CH:10]=[C:11]([C:16]([NH2:18])=[O:17])[C:12]=3[NH:13]2)=[CH:5][CH:4]=1)(=[O:38])[CH3:37]. The catalyst class is: 1. (2) Reactant: [Cl:1][C:2]1[CH:3]=[C:4]([C:12]2[O:16][N:15]=[C:14]([C:17]3[C:27]4[O:26][CH2:25][CH2:24][N:23]([CH2:28][CH2:29][CH2:30][C:31]([O:33]CC)=[O:32])[CH2:22][C:21]=4[CH:20]=[CH:19][CH:18]=3)[N:13]=2)[CH:5]=[CH:6][C:7]=1[O:8][CH:9]([CH3:11])[CH3:10].[OH-].[Na+]. Product: [Cl:1][C:2]1[CH:3]=[C:4]([C:12]2[O:16][N:15]=[C:14]([C:17]3[C:27]4[O:26][CH2:25][CH2:24][N:23]([CH2:28][CH2:29][CH2:30][C:31]([OH:33])=[O:32])[CH2:22][C:21]=4[CH:20]=[CH:19][CH:18]=3)[N:13]=2)[CH:5]=[CH:6][C:7]=1[O:8][CH:9]([CH3:11])[CH3:10]. The catalyst class is: 8.